From a dataset of Full USPTO retrosynthesis dataset with 1.9M reactions from patents (1976-2016). Predict the reactants needed to synthesize the given product. (1) The reactants are: [F:1][C:2]([F:17])([F:16])[C:3]1[CH:8]=[CH:7][C:6]([C:9]2[CH:14]=[CH:13][C:12]([OH:15])=[CH:11][CH:10]=2)=[CH:5][CH:4]=1.[H-].[Na+].[H][H].[Br:22][C:23]1[CH:28]=[CH:27][CH:26]=[CH:25][C:24]=1[C:29](Br)([F:31])[F:30]. Given the product [F:1][C:2]([F:16])([F:17])[C:3]1[CH:8]=[CH:7][C:6]([C:9]2[CH:14]=[CH:13][C:12]([O:15][C:29]([C:24]3[CH:25]=[CH:26][CH:27]=[CH:28][C:23]=3[Br:22])([F:31])[F:30])=[CH:11][CH:10]=2)=[CH:5][CH:4]=1.[Br:22][C:23]1[CH:28]=[CH:27][CH:26]=[CH:25][C:24]=1[C:29]([F:31])([F:30])[O:15][C:12]1[CH:13]=[CH:14][C:9]([C:6]2[CH:7]=[CH:8][C:3]([C:2]([F:16])([F:17])[F:1])=[CH:4][CH:5]=2)=[CH:10][CH:11]=1, predict the reactants needed to synthesize it. (2) The reactants are: [O:1]([C:8]1[CH:13]=[CH:12][CH:11]=[CH:10][C:9]=1[CH2:14][CH2:15][C:16]([OH:18])=O)[C:2]1[CH:7]=[CH:6][CH:5]=[CH:4][CH:3]=1.[CH:19]([NH:22][NH:23][C:24](=[O:31])[C:25]1[CH:30]=[CH:29][CH:28]=[CH:27][CH:26]=1)([CH3:21])[CH3:20].C(N(C(C)C)CC)(C)C.C1CN([P+](Br)(N2CCCC2)N2CCCC2)CC1.F[P-](F)(F)(F)(F)F. Given the product [CH:19]([N:22]([C:16](=[O:18])[CH2:15][CH2:14][C:9]1[CH:10]=[CH:11][CH:12]=[CH:13][C:8]=1[O:1][C:2]1[CH:3]=[CH:4][CH:5]=[CH:6][CH:7]=1)[NH:23][C:24](=[O:31])[C:25]1[CH:26]=[CH:27][CH:28]=[CH:29][CH:30]=1)([CH3:21])[CH3:20], predict the reactants needed to synthesize it. (3) Given the product [F:30][C:27]1[CH:28]=[CH:29][C:24]([C:16]2[N:15]([CH:31]([CH3:33])[CH3:32])[N:14]=[C:13]3[C:17]=2[CH2:18][CH2:19][NH:10][CH2:11][CH2:12]3)=[CH:25][CH:26]=1, predict the reactants needed to synthesize it. The reactants are: C(OC(=O)[NH:10][CH2:11][CH2:12][C:13]1[C:17]([CH2:18][CH:19]2OCCO2)=[C:16]([C:24]2[CH:29]=[CH:28][C:27]([F:30])=[CH:26][CH:25]=2)[N:15]([CH:31]([CH3:33])[CH3:32])[N:14]=1)C1C=CC=CC=1.Cl.N#N. (4) Given the product [C:17](=[S:18])([O:19][CH2:20][CH3:21])[S:22][C:6]1[CH:8]=[CH:9][C:3]([Cl:2])=[C:4]([N+:10]([O-:12])=[O:11])[CH:5]=1, predict the reactants needed to synthesize it. The reactants are: Cl.[Cl:2][C:3]1[CH:9]=[CH:8][C:6](N)=[CH:5][C:4]=1[N+:10]([O-:12])=[O:11].N([O-])=O.[Na+].[C:17](=[S:22])([O:19][CH2:20][CH3:21])[S-:18].[K+]. (5) The reactants are: [C:1]([O:5][C:6]([N:8]1[CH2:11][CH:10]([O:12][C:13]2[CH:18]=[C:17]([Cl:19])[CH:16]=[CH:15][C:14]=2[OH:20])[CH2:9]1)=[O:7])([CH3:4])([CH3:3])[CH3:2].[H-].[Na+].[Cl:23][C:24]1[CH:25]=[C:26]([CH2:30][CH2:31]OS(C)(=O)=O)[CH:27]=[CH:28][CH:29]=1. Given the product [C:1]([O:5][C:6]([N:8]1[CH2:9][CH:10]([O:12][C:13]2[CH:18]=[C:17]([Cl:19])[CH:16]=[CH:15][C:14]=2[O:20][CH2:31][CH2:30][C:26]2[CH:27]=[CH:28][CH:29]=[C:24]([Cl:23])[CH:25]=2)[CH2:11]1)=[O:7])([CH3:4])([CH3:2])[CH3:3], predict the reactants needed to synthesize it. (6) Given the product [CH2:1]([O:3][C:4]([C@H:6]1[C@@H:11]([C:12]2[CH:13]=[CH:14][C:15]([C:18]3[CH:19]=[CH:20][CH:21]=[CH:22][CH:23]=3)=[CH:16][CH:17]=2)[CH2:10][CH2:9][N:8]([C:30]([O:32][C:33]([CH3:36])([CH3:35])[CH3:34])=[O:31])[CH2:7]1)=[O:5])[CH3:2], predict the reactants needed to synthesize it. The reactants are: [CH2:1]([O:3][C:4]([C@H:6]1[C@@H:11]([C:12]2[CH:17]=[CH:16][C:15]([C:18]3[CH:23]=[CH:22][CH:21]=[CH:20][CH:19]=3)=[CH:14][CH:13]=2)[CH2:10][CH2:9][NH:8][CH2:7]1)=[O:5])[CH3:2].C(=O)([O-])[O-].[K+].[K+].[C:30](O[C:30]([O:32][C:33]([CH3:36])([CH3:35])[CH3:34])=[O:31])([O:32][C:33]([CH3:36])([CH3:35])[CH3:34])=[O:31]. (7) Given the product [CH3:1][O:2][C:3]1[N:8]=[CH:7][C:6]([CH2:9][C:10]2[C:19]3[C:14](=[CH:15][CH:16]=[CH:17][CH:18]=3)[C:13](=[O:21])[NH:12][CH:11]=2)=[CH:5][CH:4]=1, predict the reactants needed to synthesize it. The reactants are: [CH3:1][O:2][C:3]1[N:8]=[CH:7][C:6]([CH:9]=[CH:10][CH2:11][NH:12][C:13](=[O:21])[C:14]2[CH:19]=[CH:18][CH:17]=[CH:16][C:15]=2I)=[CH:5][CH:4]=1. (8) Given the product [Cl:1][C:2]1[N:3]([C:11]2[CH:16]=[CH:15][C:14]([O:17][CH2:18][CH2:19][CH2:20][N:22]3[CH2:32][CH2:31][CH:25]([C:26]([O:28][CH3:29])=[O:27])[CH2:24][CH2:23]3)=[CH:13][CH:12]=2)[N:4]=[C:5]2[C:10]=1[CH:9]=[CH:8][CH:7]=[CH:6]2, predict the reactants needed to synthesize it. The reactants are: [Cl:1][C:2]1[N:3]([C:11]2[CH:16]=[CH:15][C:14]([O:17][CH2:18][CH2:19][CH2:20]Cl)=[CH:13][CH:12]=2)[N:4]=[C:5]2[C:10]=1[CH:9]=[CH:8][CH:7]=[CH:6]2.[NH:22]1[CH2:32][CH2:31][CH:25]([C:26]([O:28][CH2:29]C)=[O:27])[CH2:24][CH2:23]1.